Dataset: Catalyst prediction with 721,799 reactions and 888 catalyst types from USPTO. Task: Predict which catalyst facilitates the given reaction. The catalyst class is: 10. Reactant: [C:1]([N:5]1[C:13]2[CH:12]=[CH:11][N:10]=[C:9]([O:14]C)[C:8]=2[C:7]([C:16]2[CH:21]=[CH:20][C:19]([S:22]([NH2:25])(=[O:24])=[O:23])=[CH:18][CH:17]=2)=[N:6]1)([CH3:4])([CH3:3])[CH3:2].[I-].[Na+].Cl[Si](C)(C)C.O. Product: [C:1]([N:5]1[C:13]2[CH:12]=[CH:11][NH:10][C:9](=[O:14])[C:8]=2[C:7]([C:16]2[CH:21]=[CH:20][C:19]([S:22]([NH2:25])(=[O:23])=[O:24])=[CH:18][CH:17]=2)=[N:6]1)([CH3:4])([CH3:2])[CH3:3].